Dataset: Forward reaction prediction with 1.9M reactions from USPTO patents (1976-2016). Task: Predict the product of the given reaction. (1) Given the reactants [CH2:1]([C@@H:8]1[CH2:13][N:12](CC2C=CC=CC=2)[CH2:11][CH2:10][N:9]1[S:21]([C:24]1[CH:25]=[N:26][N:27]([C:35]2[CH:40]=[CH:39][CH:38]=[CH:37][CH:36]=2)[C:28]=1[C:29]1[CH:34]=[CH:33][CH:32]=[CH:31][CH:30]=1)(=[O:23])=[O:22])[C:2]1[CH:7]=[CH:6][CH:5]=[CH:4][CH:3]=1, predict the reaction product. The product is: [CH2:1]([C@@H:8]1[CH2:13][NH:12][CH2:11][CH2:10][N:9]1[S:21]([C:24]1[CH:25]=[N:26][N:27]([C:35]2[CH:40]=[CH:39][CH:38]=[CH:37][CH:36]=2)[C:28]=1[C:29]1[CH:30]=[CH:31][CH:32]=[CH:33][CH:34]=1)(=[O:22])=[O:23])[C:2]1[CH:3]=[CH:4][CH:5]=[CH:6][CH:7]=1. (2) Given the reactants Cl.[CH3:2][O:3][C:4]1[CH:5]=[C:6]([NH:10][NH2:11])[CH:7]=[CH:8][CH:9]=1, predict the reaction product. The product is: [CH3:2][O:3][C:4]1[CH:5]=[C:6]([NH:10][NH2:11])[CH:7]=[CH:8][CH:9]=1. (3) Given the reactants [F:1][C:2]1[CH:3]=[CH:4][C:5]([O:19][CH3:20])=[C:6]([C:8]([CH3:18])([CH3:17])[CH2:9][C:10]2([C:13]([F:16])([F:15])[F:14])[CH2:12][O:11]2)[CH:7]=1.[CH3:21][C:22]1[N:27]=[C:26]2[N:28]([C:31]3[CH:36]=[CH:35][CH:34]=[CH:33][CH:32]=3)[N:29]=[CH:30][C:25]2=[C:24]([NH2:37])[N:23]=1, predict the reaction product. The product is: [F:14][C:13]([F:16])([F:15])[C:10]([CH2:12][NH:37][C:24]1[N:23]=[C:22]([CH3:21])[N:27]=[C:26]2[N:28]([C:31]3[CH:32]=[CH:33][CH:34]=[CH:35][CH:36]=3)[N:29]=[CH:30][C:25]=12)([OH:11])[CH2:9][C:8]([C:6]1[CH:7]=[C:2]([F:1])[CH:3]=[CH:4][C:5]=1[O:19][CH3:20])([CH3:18])[CH3:17]. (4) Given the reactants [C:1]([NH:5][S:6]([C:9]1[C:10]([Cl:21])=[CH:11][C:12]([O:18][CH2:19][CH3:20])=[C:13]([CH:17]=1)[C:14]([OH:16])=[O:15])(=[O:8])=[O:7])([CH3:4])([CH3:3])[CH3:2].[N+](=[CH2:24])=[N-], predict the reaction product. The product is: [CH3:24][O:15][C:14](=[O:16])[C:13]1[CH:17]=[C:9]([S:6](=[O:8])(=[O:7])[NH:5][C:1]([CH3:4])([CH3:3])[CH3:2])[C:10]([Cl:21])=[CH:11][C:12]=1[O:18][CH2:19][CH3:20]. (5) Given the reactants [Cl:1][C:2]1[CH:7]=[CH:6][C:5]([C:8]2[CH:13]=[CH:12][C:11]([O:14][CH3:15])=[CH:10][C:9]=2[CH2:16][O:17][C:18]2[CH:23]=[CH:22][C:21]([C:24]3[N:28]([CH:29]4[CH2:34][CH2:33][CH2:32][CH2:31][CH2:30]4)[N:27]=[C:26](/[CH:35]=[C:36](\[CH3:42])/[C:37]([O:39]CC)=[O:38])[CH:25]=3)=[CH:20][CH:19]=2)=[CH:4][CH:3]=1.[Li+].[OH-], predict the reaction product. The product is: [Cl:1][C:2]1[CH:7]=[CH:6][C:5]([C:8]2[CH:13]=[CH:12][C:11]([O:14][CH3:15])=[CH:10][C:9]=2[CH2:16][O:17][C:18]2[CH:23]=[CH:22][C:21]([C:24]3[N:28]([CH:29]4[CH2:34][CH2:33][CH2:32][CH2:31][CH2:30]4)[N:27]=[C:26](/[CH:35]=[C:36](\[CH3:42])/[C:37]([OH:39])=[O:38])[CH:25]=3)=[CH:20][CH:19]=2)=[CH:4][CH:3]=1. (6) Given the reactants [Cl-].O[NH3+:3].[C:4](=[O:7])([O-])[OH:5].[Na+].CS(C)=O.[CH:13]1([C:16]2[S:48][C:19]3[N:20]([CH2:33][C:34]4[CH:39]=[CH:38][C:37]([C:40]5[C:41]([C:46]#[N:47])=[CH:42][CH:43]=[CH:44][CH:45]=5)=[CH:36][CH:35]=4)[C:21](=[O:32])[N:22]([CH2:25][CH:26]([OH:31])[C:27]([CH3:30])([CH3:29])[CH3:28])[C:23](=[O:24])[C:18]=3[CH:17]=2)[CH2:15][CH2:14]1, predict the reaction product. The product is: [CH:13]1([C:16]2[S:48][C:19]3[N:20]([CH2:33][C:34]4[CH:35]=[CH:36][C:37]([C:40]5[CH:45]=[CH:44][CH:43]=[CH:42][C:41]=5[C:46]5[NH:3][C:4](=[O:7])[O:5][N:47]=5)=[CH:38][CH:39]=4)[C:21](=[O:32])[N:22]([CH2:25][CH:26]([OH:31])[C:27]([CH3:28])([CH3:30])[CH3:29])[C:23](=[O:24])[C:18]=3[CH:17]=2)[CH2:15][CH2:14]1.